This data is from NCI-60 drug combinations with 297,098 pairs across 59 cell lines. The task is: Regression. Given two drug SMILES strings and cell line genomic features, predict the synergy score measuring deviation from expected non-interaction effect. (1) Drug 1: CN(CC1=CN=C2C(=N1)C(=NC(=N2)N)N)C3=CC=C(C=C3)C(=O)NC(CCC(=O)O)C(=O)O. Cell line: HCT-15. Synergy scores: CSS=62.0, Synergy_ZIP=4.71, Synergy_Bliss=3.85, Synergy_Loewe=-4.76, Synergy_HSA=4.30. Drug 2: CC1=C(C(=O)C2=C(C1=O)N3CC4C(C3(C2COC(=O)N)OC)N4)N. (2) Cell line: HCC-2998. Drug 1: C1CCC(CC1)NC(=O)N(CCCl)N=O. Drug 2: CC1=C2C(C(=O)C3(C(CC4C(C3C(C(C2(C)C)(CC1OC(=O)C(C(C5=CC=CC=C5)NC(=O)C6=CC=CC=C6)O)O)OC(=O)C7=CC=CC=C7)(CO4)OC(=O)C)O)C)OC(=O)C. Synergy scores: CSS=27.7, Synergy_ZIP=-6.35, Synergy_Bliss=-10.3, Synergy_Loewe=-41.4, Synergy_HSA=-9.80. (3) Drug 2: CS(=O)(=O)OCCCCOS(=O)(=O)C. Synergy scores: CSS=6.15, Synergy_ZIP=-0.978, Synergy_Bliss=2.80, Synergy_Loewe=1.22, Synergy_HSA=2.48. Drug 1: COC1=NC(=NC2=C1N=CN2C3C(C(C(O3)CO)O)O)N. Cell line: SF-539.